Dataset: Full USPTO retrosynthesis dataset with 1.9M reactions from patents (1976-2016). Task: Predict the reactants needed to synthesize the given product. (1) Given the product [Cl:1][C:2]1[C:3]2[N:4]([C:8]([S:11][CH3:12])=[N:9][C:10]=2[I:13])[CH:5]=[CH:6][N:7]=1, predict the reactants needed to synthesize it. The reactants are: [Cl:1][C:2]1[C:3]2[N:4]([C:8]([S:11][CH3:12])=[N:9][CH:10]=2)[CH:5]=[CH:6][N:7]=1.[I:13]N1C(=O)CCC1=O. (2) Given the product [Cl:1][C:2]1[CH:10]=[C:9]([F:11])[C:8]([N+:12]([O-:14])=[O:13])=[CH:7][C:3]=1[C:4]([Cl:17])=[O:5], predict the reactants needed to synthesize it. The reactants are: [Cl:1][C:2]1[CH:10]=[C:9]([F:11])[C:8]([N+:12]([O-:14])=[O:13])=[CH:7][C:3]=1[C:4](O)=[O:5].S(Cl)([Cl:17])=O.C1(P(=O)(C2C=CC=CC=2)C2C=CC=CC=2)C=CC=CC=1. (3) The reactants are: [F:1][C:2]([F:18])([F:17])[C:3]1[CH:8]=[CH:7][C:6]([C:9]2[N:14]=[C:13]([CH:15]=[O:16])[CH:12]=[CH:11][CH:10]=2)=[CH:5][CH:4]=1. Given the product [CH3:2][CH:3]([CH3:8])[CH2:4][CH:15]([C:13]1[CH:12]=[CH:11][CH:10]=[C:9]([C:6]2[CH:5]=[CH:4][C:3]([C:2]([F:17])([F:1])[F:18])=[CH:8][CH:7]=2)[N:14]=1)[OH:16], predict the reactants needed to synthesize it. (4) Given the product [Cl:13][C:4]1[CH:3]=[C:2]([NH:14][C:15]2[CH:20]=[CH:19][CH:18]=[CH:17][CH:16]=2)[C:7]([C:8]([O:10][CH2:11][CH3:12])=[O:9])=[CH:6][N:5]=1, predict the reactants needed to synthesize it. The reactants are: Cl[C:2]1[C:7]([C:8]([O:10][CH2:11][CH3:12])=[O:9])=[CH:6][N:5]=[C:4]([Cl:13])[CH:3]=1.[NH2:14][C:15]1[CH:20]=[CH:19][CH:18]=[CH:17][CH:16]=1.Cl.